The task is: Predict the reaction yield, written as a fraction of the theoretical maximum amount of product (1.0 means a 100% yield; for example, 0.34 means a 34% yield).. This data is from Reaction yield outcomes from USPTO patents with 853,638 reactions. The reactants are [Li+].[OH-].[O:3]1[C:7]2[CH:8]=[CH:9][C:10]([C:12]3[N:17]=[C:16]([C:18]([NH:20][C:21]4[C:30]([CH3:31])=[CH:29][C:24]([C:25]([O:27]C)=[O:26])=[CH:23][C:22]=4[CH3:32])=[O:19])[C:15]([CH3:33])=[CH:14][CH:13]=3)=[CH:11][C:6]=2[O:5][CH2:4]1.Cl. The catalyst is O.C1COCC1.CO. The product is [O:3]1[C:7]2[CH:8]=[CH:9][C:10]([C:12]3[N:17]=[C:16]([C:18]([NH:20][C:21]4[C:30]([CH3:31])=[CH:29][C:24]([C:25]([OH:27])=[O:26])=[CH:23][C:22]=4[CH3:32])=[O:19])[C:15]([CH3:33])=[CH:14][CH:13]=3)=[CH:11][C:6]=2[O:5][CH2:4]1. The yield is 0.864.